This data is from Forward reaction prediction with 1.9M reactions from USPTO patents (1976-2016). The task is: Predict the product of the given reaction. (1) Given the reactants [F:1][C@@H:2]([C:14]1[CH:19]=[CH:18][CH:17]=[CH:16][CH:15]=1)[C@H:3]([NH:6][C:7](=[O:13])[O:8][C:9]([CH3:12])([CH3:11])[CH3:10])[CH:4]=[CH2:5].C([OH:24])(C)(C)C.C[N+]1([O-])CCOCC1.S([O-])([O-])=O.[Na+].[Na+].[OH2:39], predict the reaction product. The product is: [F:1][C@H:2]([C:14]1[CH:15]=[CH:16][CH:17]=[CH:18][CH:19]=1)[CH:3]([NH:6][C:7](=[O:13])[O:8][C:9]([CH3:12])([CH3:11])[CH3:10])[CH:4]([OH:24])[CH2:5][OH:39]. (2) Given the reactants [CH:1]([N-:5][CH:6]=[CH:7][N-:8][CH:9]([CH2:11][CH3:12])[CH3:10])([CH2:3][CH3:4])[CH3:2].[Li+].[Li+].[Cl:15][SiH:16](Cl)Cl, predict the reaction product. The product is: [Cl:15][SiH:16]1[N:5]([CH:1]([CH2:3][CH3:4])[CH3:2])[CH:6]=[CH:7][N:8]1[CH:9]([CH2:11][CH3:12])[CH3:10]. (3) Given the reactants [F:1][C:2]1[CH:10]=[C:9]2[C:5]([C:6](I)=[CH:7][N:8]2[C:11]([O:13][C:14]([CH3:17])([CH3:16])[CH3:15])=[O:12])=[CH:4][CH:3]=1.[Li]CCCC.C(O[B:28]1[O:32][C:31]([CH3:34])([CH3:33])[C:30]([CH3:36])([CH3:35])[O:29]1)(C)C, predict the reaction product. The product is: [F:1][C:2]1[CH:10]=[C:9]2[C:5]([C:6]([B:28]3[O:32][C:31]([CH3:34])([CH3:33])[C:30]([CH3:36])([CH3:35])[O:29]3)=[CH:7][N:8]2[C:11]([O:13][C:14]([CH3:17])([CH3:16])[CH3:15])=[O:12])=[CH:4][CH:3]=1.